This data is from Reaction yield outcomes from USPTO patents with 853,638 reactions. The task is: Predict the reaction yield, written as a fraction of the theoretical maximum amount of product (1.0 means a 100% yield; for example, 0.34 means a 34% yield). (1) The product is [O:1]([C:8]1[CH:9]=[C:10]([CH:11]([C:16]2[CH:21]=[CH:20][CH:19]=[CH:18][CH:17]=2)[OH:12])[CH:13]=[CH:14][CH:15]=1)[C:2]1[CH:3]=[CH:4][CH:5]=[CH:6][CH:7]=1. The catalyst is C1COCC1. The reactants are [O:1]([C:8]1[CH:9]=[C:10]([CH:13]=[CH:14][CH:15]=1)[CH:11]=[O:12])[C:2]1[CH:7]=[CH:6][CH:5]=[CH:4][CH:3]=1.[C:16]1([Li])[CH:21]=[CH:20][CH:19]=[CH:18][CH:17]=1. The yield is 0.860. (2) The reactants are [CH3:1][O:2][C:3](=[O:12])[C:4]1[CH:9]=[C:8]([OH:10])[C:7]([Cl:11])=[N:6][CH:5]=1.CI.[C:15](=O)([O-])[O-].[K+].[K+]. The catalyst is CC(C)=O. The product is [CH3:1][O:2][C:3](=[O:12])[C:4]1[CH:9]=[C:8]([O:10][CH3:15])[C:7]([Cl:11])=[N:6][CH:5]=1. The yield is 0.680. (3) The reactants are [C:1]1([NH:7][C:8]([NH:10][C:11]2[CH:16]=[CH:15][CH:14]=[CH:13][CH:12]=2)=[O:9])[CH:6]=[CH:5][CH:4]=[CH:3][CH:2]=1.[C:17](O)(=[O:22])[CH2:18][C:19](O)=[O:20]. The catalyst is C(OC(=O)C)(=O)C. The product is [C:11]1([N:10]2[C:19](=[O:20])[CH2:18][C:17](=[O:22])[N:7]([C:1]3[CH:2]=[CH:3][CH:4]=[CH:5][CH:6]=3)[C:8]2=[O:9])[CH:16]=[CH:15][CH:14]=[CH:13][CH:12]=1. The yield is 0.400. (4) The reactants are [CH3:1][O:2][C:3]1[CH:8]=[CH:7][C:6]([C:9]2[C:14]([C:15]3[CH:20]=[CH:19][C:18]([O:21][CH3:22])=[CH:17][CH:16]=3)=[N:13][N:12]([CH2:23][CH2:24][C:25]([OH:27])=O)[C:11](=[O:28])[CH:10]=2)=[CH:5][CH:4]=1.C(Cl)(=O)C(Cl)=O.[CH2:35]([NH2:42])[C:36]1[CH:41]=[CH:40][CH:39]=[CH:38][CH:37]=1. No catalyst specified. The product is [CH3:1][O:2][C:3]1[CH:8]=[CH:7][C:6]([C:9]2[C:14]([C:15]3[CH:16]=[CH:17][C:18]([O:21][CH3:22])=[CH:19][CH:20]=3)=[N:13][N:12]([CH2:23][CH2:24][C:25]([NH:42][CH2:35][C:36]3[CH:41]=[CH:40][CH:39]=[CH:38][CH:37]=3)=[O:27])[C:11](=[O:28])[CH:10]=2)=[CH:5][CH:4]=1. The yield is 0.522. (5) The reactants are [OH:1][CH2:2][C@H:3]([NH:5][C:6]([C:8]1[C:16]2[C:11](=[N:12][CH:13]=[C:14]([C:17]3[C:25]4[C:20](=[CH:21][C:22]([Cl:26])=[CH:23][CH:24]=4)[N:19]([CH3:27])[N:18]=3)[N:15]=2)[N:10]([CH2:28][O:29][CH2:30][CH2:31][Si:32]([CH3:35])([CH3:34])[CH3:33])[CH:9]=1)=[O:7])[CH3:4].[CH3:36]I. The catalyst is [Ag]=O.CC#N. The product is [CH3:36][O:1][CH2:2][C@H:3]([NH:5][C:6]([C:8]1[C:16]2[C:11](=[N:12][CH:13]=[C:14]([C:17]3[C:25]4[C:20](=[CH:21][C:22]([Cl:26])=[CH:23][CH:24]=4)[N:19]([CH3:27])[N:18]=3)[N:15]=2)[N:10]([CH2:28][O:29][CH2:30][CH2:31][Si:32]([CH3:34])([CH3:33])[CH3:35])[CH:9]=1)=[O:7])[CH3:4]. The yield is 0.450. (6) The reactants are Br[CH2:2][CH2:3][C:4]1[CH:9]=[CH:8][CH:7]=[CH:6][CH:5]=1.[F:10][C:11]1[CH:16]=[C:15]([F:17])[CH:14]=[CH:13][C:12]=1[N:18]1[C:26](=[O:27])[C:25]2[C@@H:24]3[C:28]([CH3:30])([CH3:29])[C@@:21]([CH3:31])([CH2:22][CH2:23]3)[C:20]=2[NH:19]1. The catalyst is [I-].C([N+](CCCC)(CCCC)CCCC)CCC.CN(C)C=O.ClCCl. The product is [F:10][C:11]1[CH:16]=[C:15]([F:17])[CH:14]=[CH:13][C:12]=1[N:18]1[C:26](=[O:27])[C:25]2[C@@H:24]3[C:28]([CH3:30])([CH3:29])[C@@:21]([CH3:31])([CH2:22][CH2:23]3)[C:20]=2[N:19]1[CH2:2][CH2:3][C:4]1[CH:9]=[CH:8][CH:7]=[CH:6][CH:5]=1. The yield is 0.280.